Regression. Given a peptide amino acid sequence and an MHC pseudo amino acid sequence, predict their binding affinity value. This is MHC class II binding data. From a dataset of Peptide-MHC class II binding affinity with 134,281 pairs from IEDB. (1) The peptide sequence is HYKGSSFHRVIPGFM. The MHC is DRB4_0101 with pseudo-sequence DRB4_0103. The binding affinity (normalized) is 0.139. (2) The peptide sequence is AYLVLDPLIYFGPFA. The MHC is HLA-DQA10201-DQB10202 with pseudo-sequence HLA-DQA10201-DQB10202. The binding affinity (normalized) is 0.315.